This data is from Forward reaction prediction with 1.9M reactions from USPTO patents (1976-2016). The task is: Predict the product of the given reaction. (1) Given the reactants [F:1][C:2]1[C:7]([CH:8]=[O:9])=[CH:6][CH:5]=[C:4]([NH:10][C:11]2[CH:12]=[N:13][C:14]([O:17][CH3:18])=[CH:15][CH:16]=2)[N:3]=1.[C:19]([O:23][C:24](O[C:24]([O:23][C:19]([CH3:22])([CH3:21])[CH3:20])=[O:25])=[O:25])([CH3:22])([CH3:21])[CH3:20], predict the reaction product. The product is: [C:19]([O:23][C:24](=[O:25])[N:10]([C:4]1[CH:5]=[CH:6][C:7]([CH:8]=[O:9])=[C:2]([F:1])[N:3]=1)[C:11]1[CH:12]=[N:13][C:14]([O:17][CH3:18])=[CH:15][CH:16]=1)([CH3:22])([CH3:21])[CH3:20]. (2) Given the reactants [F:1][C:2]1[CH:7]=[CH:6][C:5]([CH2:8][CH2:9][C:10]2[CH:15]=[CH:14][C:13]([NH2:16])=[CH:12][CH:11]=2)=[CH:4][CH:3]=1.[C:17]([OH:25])(=[O:24])[C:18]([CH2:20][C:21](O)=[O:22])=[CH2:19], predict the reaction product. The product is: [F:1][C:2]1[CH:3]=[CH:4][C:5]([CH2:8][CH2:9][C:10]2[CH:11]=[CH:12][C:13]([N:16]3[C:21](=[O:22])[CH2:20][CH:18]([C:17]([OH:25])=[O:24])[CH2:19]3)=[CH:14][CH:15]=2)=[CH:6][CH:7]=1. (3) Given the reactants [O:1]=[C:2]([CH2:49][CH2:50][CH2:51][C:52](=[O:72])[NH:53][C:54]1[CH:55]=[N:56][C:57]([C:60]2[N:61]=[N:62][C:63]([C:66]3[CH:71]=[CH:70][CH:69]=[CH:68][N:67]=3)=[N:64][N:65]=2)=[CH:58][CH:59]=1)[NH:3][CH2:4][CH2:5][O:6][CH2:7][CH2:8][O:9][CH2:10][CH2:11][O:12][CH2:13][CH2:14][O:15][CH2:16][CH2:17][O:18][CH2:19][CH2:20][O:21][CH2:22][CH2:23][O:24][CH2:25][CH2:26][O:27][CH2:28][CH2:29][O:30][CH2:31][CH2:32][O:33][CH2:34][CH2:35][O:36][CH2:37][CH2:38][O:39][CH2:40][CH2:41][C:42]([O:44]C(C)(C)C)=[O:43].C(O)(C(F)(F)F)=O, predict the reaction product. The product is: [O:1]=[C:2]([CH2:49][CH2:50][CH2:51][C:52](=[O:72])[NH:53][C:54]1[CH:55]=[N:56][C:57]([C:60]2[N:61]=[N:62][C:63]([C:66]3[CH:71]=[CH:70][CH:69]=[CH:68][N:67]=3)=[N:64][N:65]=2)=[CH:58][CH:59]=1)[NH:3][CH2:4][CH2:5][O:6][CH2:7][CH2:8][O:9][CH2:10][CH2:11][O:12][CH2:13][CH2:14][O:15][CH2:16][CH2:17][O:18][CH2:19][CH2:20][O:21][CH2:22][CH2:23][O:24][CH2:25][CH2:26][O:27][CH2:28][CH2:29][O:30][CH2:31][CH2:32][O:33][CH2:34][CH2:35][O:36][CH2:37][CH2:38][O:39][CH2:40][CH2:41][C:42]([OH:44])=[O:43].